This data is from Forward reaction prediction with 1.9M reactions from USPTO patents (1976-2016). The task is: Predict the product of the given reaction. Given the reactants C[O:2][C:3](=[O:25])[CH2:4][NH:5][C:6]([C:8]1[N:9]=[C:10](Cl)[C:11]2[C:16]([C:17]=1[C:18]1[CH:23]=[CH:22][CH:21]=[CH:20][CH:19]=1)=[CH:15][CH:14]=[CH:13][CH:12]=2)=[O:7].[OH-].[K+].[CH3:28][CH2:29][OH:30], predict the reaction product. The product is: [CH2:29]([O:30][C:10]1[C:11]2[C:16](=[CH:15][CH:14]=[CH:13][CH:12]=2)[C:17]([C:18]2[CH:19]=[CH:20][CH:21]=[CH:22][CH:23]=2)=[C:8]([C:6]([NH:5][CH2:4][C:3]([OH:2])=[O:25])=[O:7])[N:9]=1)[CH3:28].